Dataset: Full USPTO retrosynthesis dataset with 1.9M reactions from patents (1976-2016). Task: Predict the reactants needed to synthesize the given product. (1) Given the product [ClH:3].[CH3:4][O:5][C:6]1[CH:7]=[C:8]2[C:13](=[CH:14][CH:15]=1)[CH2:12][N:11]([CH3:1])[CH2:10][CH:9]2[CH2:16][CH2:17][NH:18][C:19](=[O:21])[CH3:20], predict the reactants needed to synthesize it. The reactants are: [CH2:1]=O.[ClH:3].[CH3:4][O:5][C:6]1[CH:7]=[C:8]2[C:13](=[CH:14][CH:15]=1)[CH2:12][NH:11][CH2:10][CH:9]2[CH2:16][CH2:17][NH:18][C:19](=[O:21])[CH3:20].Cl. (2) Given the product [NH2:31][C:32]1[N:37]=[CH:36][C:35](/[CH:38]=[CH:39]/[C:40]([N:2]([CH3:1])[CH2:3][C:4]2[S:8][C:7]3[CH:9]=[CH:10][CH:11]=[CH:12][C:6]=3[C:5]=2[CH3:13])=[O:42])=[CH:34][CH:33]=1, predict the reactants needed to synthesize it. The reactants are: [CH3:1][NH:2][CH2:3][C:4]1[S:8][C:7]2[CH:9]=[CH:10][CH:11]=[CH:12][C:6]=2[C:5]=1[CH3:13].CNCC1C=CC2C(=CC=CC=2)C=1CCC.Cl.[NH2:31][C:32]1[N:37]=[CH:36][C:35](/[CH:38]=[CH:39]/[C:40]([OH:42])=O)=[CH:34][CH:33]=1.Cl.CN1CC2C=C(/C=C/C(O)=O)C=NC=2NC(=O)C1. (3) Given the product [CH2:10]([O:9][C:7]([C:6]1[NH:5][C:4]([Br:19])=[N:3][C:2]=1[CH3:1])=[O:8])[CH3:11], predict the reactants needed to synthesize it. The reactants are: [CH3:1][C:2]1[N:3]=[CH:4][NH:5][C:6]=1[C:7]([O:9][CH2:10][CH3:11])=[O:8].C1C(=O)N([Br:19])C(=O)C1. (4) The reactants are: [Si]([O:8][C:9]1([C:13]2[S:14][C:15]([C:18]3[CH:19]=[C:20]([N:33]([C:41]4[N:46]=[C:45]([C:47]([F:50])([F:49])[F:48])[CH:44]=[CH:43][N:42]=4)C(=O)OC(C)(C)C)[CH:21]=[C:22]([NH:24][C:25](=[O:32])[NH:26][CH:27]4[CH2:31][CH2:30][CH2:29][CH2:28]4)[CH:23]=3)=[CH:16][N:17]=2)[CH2:12][CH2:11][CH2:10]1)(C(C)(C)C)(C)C.C(O)(C(F)(F)F)=O.CCCC[N+](CCCC)(CCCC)CCCC.[F-]. Given the product [CH:27]1([NH:26][C:25]([NH:24][C:22]2[CH:21]=[C:20]([NH:33][C:41]3[N:46]=[C:45]([C:47]([F:48])([F:49])[F:50])[CH:44]=[CH:43][N:42]=3)[CH:19]=[C:18]([C:15]3[S:14][C:13]([C:9]4([OH:8])[CH2:10][CH2:11][CH2:12]4)=[N:17][CH:16]=3)[CH:23]=2)=[O:32])[CH2:28][CH2:29][CH2:30][CH2:31]1, predict the reactants needed to synthesize it. (5) Given the product [O:40]=[S:31]1(=[O:39])[C:32]2[CH:38]=[CH:37][CH:36]=[CH:35][C:33]=2[NH:34][C:29]([C:17]2[C:18](=[O:28])[N:19]([CH2:23][CH2:24][CH:25]([CH3:26])[CH3:27])[C:20]3[C:15]([C:16]=2[OH:41])=[CH:14][C:13]([NH:12][C:7](=[O:8])[C:6]2[CH:10]=[CH:11][C:3]([O:2][CH3:1])=[CH:4][CH:5]=2)=[CH:22][CH:21]=3)=[N:30]1, predict the reactants needed to synthesize it. The reactants are: [CH3:1][O:2][C:3]1[CH:11]=[CH:10][C:6]([C:7](Cl)=[O:8])=[CH:5][CH:4]=1.[NH2:12][C:13]1[CH:14]=[C:15]2[C:20](=[CH:21][CH:22]=1)[N:19]([CH2:23][CH2:24][CH:25]([CH3:27])[CH3:26])[C:18](=[O:28])[C:17]([C:29]1[NH:30][S:31](=[O:40])(=[O:39])[C:32]3[CH:38]=[CH:37][CH:36]=[CH:35][C:33]=3[N:34]=1)=[C:16]2[OH:41].N1C=CC=CC=1.Cl. (6) Given the product [CH3:18][O:17][C:3]1[C:2]([C:19]2[CH:24]=[CH:23][CH:22]=[CH:21][CH:20]=2)=[CH:11][C:10]2[N:9]=[C:8]([C:2]3[CH:3]=[CH:4][CH:5]=[CH:10][CH:11]=3)[CH:7]=[N:6][C:5]=2[C:4]=1[C:13]([O:15][CH3:16])=[O:14], predict the reactants needed to synthesize it. The reactants are: Br[C:2]1[C:3]([O:17][CH3:18])=[C:4]([C:13]([O:15][CH3:16])=[O:14])[C:5]2[N:6]=[CH:7][C:8](Cl)=[N:9][C:10]=2[CH:11]=1.[C:19]1(B(O)O)[CH:24]=[CH:23][CH:22]=[CH:21][CH:20]=1.C(=O)([O-])[O-].[K+].[K+]. (7) Given the product [F:11][C:12]([F:25])([F:26])[CH2:13][O:14][C:15]1[CH:24]=[CH:23][CH:22]=[CH:21][C:16]=1[O:17][CH2:18][CH:19]=[O:20], predict the reactants needed to synthesize it. The reactants are: C(Cl)(=O)C(Cl)=O.CS(C)=O.[F:11][C:12]([F:26])([F:25])[CH2:13][O:14][C:15]1[CH:24]=[CH:23][CH:22]=[CH:21][C:16]=1[O:17][CH2:18][CH2:19][OH:20].C(N(CC)CC)C. (8) The reactants are: [NH2:1][N:2]1[C:6](=[O:7])[C:5]([CH2:10][CH3:11])([CH2:8][CH3:9])[NH:4][C:3]1=[O:12].[Br:13][C:14]1[CH:19]=[CH:18][C:17]([N:20]=[C:21]=[O:22])=[CH:16][CH:15]=1. Given the product [Br:13][C:14]1[CH:19]=[CH:18][C:17]([NH:20][C:21]([NH:1][N:2]2[C:6](=[O:7])[C:5]([CH2:10][CH3:11])([CH2:8][CH3:9])[NH:4][C:3]2=[O:12])=[O:22])=[CH:16][CH:15]=1, predict the reactants needed to synthesize it. (9) Given the product [Br:9][CH2:10][C:11]([NH:6][C:5]1[CH:7]=[CH:8][C:2]([I:1])=[CH:3][CH:4]=1)=[O:12], predict the reactants needed to synthesize it. The reactants are: [I:1][C:2]1[CH:8]=[CH:7][C:5]([NH2:6])=[CH:4][CH:3]=1.[Br:9][CH2:10][C:11](Br)=[O:12].C(N(CC)CC)C. (10) Given the product [C:10]([C:5]1[CH:4]=[C:3]([CH2:2][C:14]#[N:15])[CH:8]=[C:7]([CH3:9])[CH:6]=1)([CH3:13])([CH3:12])[CH3:11], predict the reactants needed to synthesize it. The reactants are: Br[CH2:2][C:3]1[CH:8]=[C:7]([CH3:9])[CH:6]=[C:5]([C:10]([CH3:13])([CH3:12])[CH3:11])[CH:4]=1.[C-:14]#[N:15].[K+].